This data is from Peptide-MHC class II binding affinity with 134,281 pairs from IEDB. The task is: Regression. Given a peptide amino acid sequence and an MHC pseudo amino acid sequence, predict their binding affinity value. This is MHC class II binding data. (1) The peptide sequence is LVLNIKYTRPGDSLA. The MHC is HLA-DQA10501-DQB10301 with pseudo-sequence HLA-DQA10501-DQB10301. The binding affinity (normalized) is 0.539. (2) The peptide sequence is GFKAAVAAAASVP. The MHC is HLA-DPA10201-DPB11401 with pseudo-sequence HLA-DPA10201-DPB11401. The binding affinity (normalized) is 0.935. (3) The MHC is DRB1_0901 with pseudo-sequence DRB1_0901. The peptide sequence is QKRGIVKENIIDLTKI. The binding affinity (normalized) is 0.289.